This data is from NCI-60 drug combinations with 297,098 pairs across 59 cell lines. The task is: Regression. Given two drug SMILES strings and cell line genomic features, predict the synergy score measuring deviation from expected non-interaction effect. (1) Drug 1: C1=NC2=C(N=C(N=C2N1C3C(C(C(O3)CO)O)O)F)N. Drug 2: CC(C)(C#N)C1=CC(=CC(=C1)CN2C=NC=N2)C(C)(C)C#N. Cell line: DU-145. Synergy scores: CSS=2.00, Synergy_ZIP=1.48, Synergy_Bliss=4.50, Synergy_Loewe=-1.62, Synergy_HSA=-1.92. (2) Drug 1: CC12CCC(CC1=CCC3C2CCC4(C3CC=C4C5=CN=CC=C5)C)O. Drug 2: CC1CCC2CC(C(=CC=CC=CC(CC(C(=O)C(C(C(=CC(C(=O)CC(OC(=O)C3CCCCN3C(=O)C(=O)C1(O2)O)C(C)CC4CCC(C(C4)OC)O)C)C)O)OC)C)C)C)OC. Cell line: HCC-2998. Synergy scores: CSS=30.9, Synergy_ZIP=7.02, Synergy_Bliss=7.69, Synergy_Loewe=0.397, Synergy_HSA=8.00. (3) Drug 1: CC1C(C(CC(O1)OC2CC(CC3=C2C(=C4C(=C3O)C(=O)C5=C(C4=O)C(=CC=C5)OC)O)(C(=O)C)O)N)O.Cl. Drug 2: CCCCCOC(=O)NC1=NC(=O)N(C=C1F)C2C(C(C(O2)C)O)O. Cell line: 786-0. Synergy scores: CSS=15.2, Synergy_ZIP=-4.59, Synergy_Bliss=0.874, Synergy_Loewe=-17.6, Synergy_HSA=0.468. (4) Drug 1: CCCS(=O)(=O)NC1=C(C(=C(C=C1)F)C(=O)C2=CNC3=C2C=C(C=N3)C4=CC=C(C=C4)Cl)F. Drug 2: CC1=C2C(C(=O)C3(C(CC4C(C3C(C(C2(C)C)(CC1OC(=O)C(C(C5=CC=CC=C5)NC(=O)OC(C)(C)C)O)O)OC(=O)C6=CC=CC=C6)(CO4)OC(=O)C)OC)C)OC. Cell line: OVCAR3. Synergy scores: CSS=67.4, Synergy_ZIP=14.2, Synergy_Bliss=13.9, Synergy_Loewe=-27.1, Synergy_HSA=13.3. (5) Drug 1: CS(=O)(=O)OCCCCOS(=O)(=O)C. Drug 2: C1C(C(OC1N2C=NC(=NC2=O)N)CO)O. Cell line: HL-60(TB). Synergy scores: CSS=66.4, Synergy_ZIP=-3.47, Synergy_Bliss=0.609, Synergy_Loewe=5.30, Synergy_HSA=5.49. (6) Drug 1: CC12CCC(CC1=CCC3C2CCC4(C3CC=C4C5=CN=CC=C5)C)O. Drug 2: CN1CCC(CC1)COC2=C(C=C3C(=C2)N=CN=C3NC4=C(C=C(C=C4)Br)F)OC. Cell line: UO-31. Synergy scores: CSS=33.5, Synergy_ZIP=-0.446, Synergy_Bliss=7.46, Synergy_Loewe=8.51, Synergy_HSA=11.2. (7) Synergy scores: CSS=10.3, Synergy_ZIP=-6.66, Synergy_Bliss=-1.34, Synergy_Loewe=-4.47, Synergy_HSA=-2.48. Cell line: IGROV1. Drug 2: CCC1(C2=C(COC1=O)C(=O)N3CC4=CC5=C(C=CC(=C5CN(C)C)O)N=C4C3=C2)O.Cl. Drug 1: CCC1(CC2CC(C3=C(CCN(C2)C1)C4=CC=CC=C4N3)(C5=C(C=C6C(=C5)C78CCN9C7C(C=CC9)(C(C(C8N6C=O)(C(=O)OC)O)OC(=O)C)CC)OC)C(=O)OC)O.OS(=O)(=O)O.